From a dataset of Forward reaction prediction with 1.9M reactions from USPTO patents (1976-2016). Predict the product of the given reaction. (1) Given the reactants [OH-].[Na+].C[O:4][C:5]([C:7]1[CH:16]=[N:15][C:14]2[CH2:13][CH2:12][CH2:11][CH2:10][C:9]=2[N:8]=1)=[O:6].Cl.O, predict the reaction product. The product is: [N:8]1[C:9]2[CH2:10][CH2:11][CH2:12][CH2:13][C:14]=2[N:15]=[CH:16][C:7]=1[C:5]([OH:6])=[O:4]. (2) Given the reactants [CH:1]12[CH:6]([C:7]([O:9]CC)=[O:8])[CH:5]1[CH2:4][N:3]([C:12]([O:14][C:15]([CH3:18])([CH3:17])[CH3:16])=[O:13])[CH2:2]2.[OH-].[Na+], predict the reaction product. The product is: [C:15]([O:14][C:12]([N:3]1[CH2:2][CH:1]2[CH:5]([CH:6]2[C:7]([OH:9])=[O:8])[CH2:4]1)=[O:13])([CH3:18])([CH3:16])[CH3:17]. (3) Given the reactants [NH2:1][CH2:2][CH2:3][CH2:4][CH2:5][C:6]([N:8]1[CH2:17][CH2:16][C:15]2[C:10](=[C:11]([N:20]3[CH2:25][CH2:24][N:23]([CH3:26])[CH2:22][CH2:21]3)[CH:12]=[CH:13][C:14]=2[O:18][CH3:19])[CH2:9]1)=[O:7].[C:27](Cl)(=[O:36])[C:28]1[CH:33]=[CH:32][C:31]([O:34][CH3:35])=[CH:30][CH:29]=1, predict the reaction product. The product is: [CH3:35][O:34][C:31]1[CH:32]=[CH:33][C:28]([C:27]([NH:1][CH2:2][CH2:3][CH2:4][CH2:5][C:6]([N:8]2[CH2:17][CH2:16][C:15]3[C:10](=[C:11]([N:20]4[CH2:25][CH2:24][N:23]([CH3:26])[CH2:22][CH2:21]4)[CH:12]=[CH:13][C:14]=3[O:18][CH3:19])[CH2:9]2)=[O:7])=[O:36])=[CH:29][CH:30]=1. (4) Given the reactants [F:1][C:2]([F:13])([F:12])[C:3]1[N:4]=[C:5]2[CH2:10][NH:9][CH2:8][CH2:7][N:6]2[CH:11]=1.[CH3:14][C:15]([CH3:35])([O:17][C:18]([NH:20][C@H:21]([CH2:26][C:27]1[CH:32]=[CH:31][C:30]([F:33])=[C:29]([F:34])[CH:28]=1)[CH2:22][C:23](O)=[O:24])=[O:19])[CH3:16].C1C=CC2N(O)N=NC=2C=1.C(Cl)CCl, predict the reaction product. The product is: [CH3:16][C:15]([CH3:35])([O:17][C:18]([NH:20][C@H:21]([CH2:26][C:27]1[CH:32]=[CH:31][C:30]([F:33])=[C:29]([F:34])[CH:28]=1)[CH2:22][C:23]([N:9]1[CH2:8][CH2:7][N:6]2[CH:11]=[C:3]([C:2]([F:12])([F:1])[F:13])[N:4]=[C:5]2[CH2:10]1)=[O:24])=[O:19])[CH3:14]. (5) Given the reactants P([O-])(OCC)(SCC)=[S:2].[CH3:10][C:11]([C:14]1[CH:15]=[C:16]([S:20]([N:23]2[C:31]3[C:26](=[CH:27][C:28]([C:32]([F:35])([F:34])[F:33])=[CH:29][CH:30]=3)[CH:25]=[C:24]2[CH2:36][C:37]#[N:38])(=[O:22])=[O:21])[CH:17]=[CH:18][CH:19]=1)([CH3:13])[CH3:12].C([O-])([O-])=O.[Na+].[Na+], predict the reaction product. The product is: [CH3:13][C:11]([C:14]1[CH:15]=[C:16]([S:20]([N:23]2[C:31]3[C:26](=[CH:27][C:28]([C:32]([F:35])([F:34])[F:33])=[CH:29][CH:30]=3)[CH:25]=[C:24]2[CH2:36][C:37]([NH2:38])=[S:2])(=[O:22])=[O:21])[CH:17]=[CH:18][CH:19]=1)([CH3:10])[CH3:12]. (6) Given the reactants Br[C:2]1[C:7]([N+:8]([O-:10])=[O:9])=[CH:6][C:5]([Cl:11])=[CH:4][N:3]=1.[O:12]([C:14]1[CH:19]=[CH:18][CH:17]=[C:16]([F:20])[C:15]=1[OH:21])[CH3:13].C(=O)([O-])[O-].[K+].[K+], predict the reaction product. The product is: [Cl:11][C:5]1[CH:6]=[C:7]([N+:8]([O-:10])=[O:9])[C:2]([O:21][C:15]2[C:14]([O:12][CH3:13])=[CH:19][CH:18]=[CH:17][C:16]=2[F:20])=[N:3][CH:4]=1. (7) Given the reactants CC1(C)CCCC(C)(C)N1.C([Li])CCC.[F:16][C:17]1[CH:22]=[CH:21][CH:20]=[CH:19][C:18]=1[CH2:23][CH2:24][OH:25].CN([CH:29]=[O:30])C, predict the reaction product. The product is: [F:16][C:17]1[C:18]([CH2:23][CH2:24][OH:25])=[CH:19][CH:20]=[CH:21][C:22]=1[CH:29]=[O:30]. (8) Given the reactants C([O:3][C:4]([CH:6]1[CH2:11][CH2:10][N:9]([C:12]2[CH:21]=[CH:20][C:19]3[C:14](=[CH:15][CH:16]=[C:17]([Cl:34])[C:18]=3[C:22]([NH:24][CH2:25][CH2:26][C:27]3[CH:32]=[CH:31][CH:30]=[CH:29][C:28]=3[CH3:33])=[O:23])[N:13]=2)[CH2:8][CH2:7]1)=[O:5])C.Cl, predict the reaction product. The product is: [Cl:34][C:17]1[C:18]([C:22]([NH:24][CH2:25][CH2:26][C:27]2[CH:32]=[CH:31][CH:30]=[CH:29][C:28]=2[CH3:33])=[O:23])=[C:19]2[C:14](=[CH:15][CH:16]=1)[N:13]=[C:12]([N:9]1[CH2:8][CH2:7][CH:6]([C:4]([OH:5])=[O:3])[CH2:11][CH2:10]1)[CH:21]=[CH:20]2. (9) Given the reactants [CH3:1][S:2]([C:5]1[CH:20]=[CH:19][C:8]([CH2:9][O:10][C:11]2[CH:12]=[CH:13][C:14]([CH2:17][OH:18])=[N:15][CH:16]=2)=[CH:7][CH:6]=1)(=[O:4])=[O:3], predict the reaction product. The product is: [CH3:1][S:2]([C:5]1[CH:6]=[CH:7][C:8]([CH2:9][O:10][C:11]2[CH:12]=[CH:13][C:14]([CH:17]=[O:18])=[N:15][CH:16]=2)=[CH:19][CH:20]=1)(=[O:4])=[O:3].